From a dataset of Forward reaction prediction with 1.9M reactions from USPTO patents (1976-2016). Predict the product of the given reaction. (1) The product is: [CH3:1][O:2][CH2:3][O:4][C@@H:5]1[CH2:18][CH2:17][C@H:16]2[C@@H:7]([CH2:8][C@H:9]3[C@H:14]([CH2:15]2)[C@H:13]2[CH2:19][CH:20]=[C:21]([O:22][S:41]([C:44]([F:47])([F:46])[F:45])(=[O:43])=[O:42])[C@:12]2([CH3:23])[CH2:11][CH2:10]3)[CH2:6]1. Given the reactants [CH3:1][O:2][CH2:3][O:4][C@@H:5]1[CH2:18][CH2:17][C@H:16]2[C@@H:7]([CH2:8][C@H:9]3[C@H:14]([CH2:15]2)[C@H:13]2[CH2:19][CH2:20][C:21](=[O:22])[C@:12]2([CH3:23])[CH2:11][CH2:10]3)[CH2:6]1.C[Si]([N-][Si](C)(C)C)(C)C.[K+].C1C=CC(N([S:41]([C:44]([F:47])([F:46])[F:45])(=[O:43])=[O:42])[S:41]([C:44]([F:47])([F:46])[F:45])(=[O:43])=[O:42])=CC=1.O, predict the reaction product. (2) Given the reactants [F:1][C:2]1[CH:7]=[C:6]([F:8])[CH:5]=[CH:4][C:3]=1[OH:9].[H-].[Na+].Br[C:13]1[CH:14]=[C:15]([N+]([O-])=O)[C:16]([C:19]#[N:20])=[N:17][CH:18]=1.[SH:24][C:25]1[CH:30]=[CH:29][CH:28]=[CH:27][N:26]=1.[Cl-].[NH4+], predict the reaction product. The product is: [F:1][C:2]1[CH:7]=[C:6]([F:8])[CH:5]=[CH:4][C:3]=1[O:9][C:15]1[C:16]([C:19]#[N:20])=[N:17][CH:18]=[C:13]([S:24][C:25]2[CH:30]=[CH:29][CH:28]=[CH:27][N:26]=2)[CH:14]=1. (3) The product is: [Br:5][C:6]1[CH:7]=[CH:8][C:9]([C:12]2[CH:17]=[CH:16][C:15]([C:24](=[O:25])[CH2:23][CH2:22][C:18]([O:20][CH3:21])=[O:19])=[CH:14][CH:13]=2)=[CH:10][CH:11]=1. Given the reactants [Cl-].[Al+3].[Cl-].[Cl-].[Br:5][C:6]1[CH:11]=[CH:10][C:9]([C:12]2[CH:17]=[CH:16][CH:15]=[CH:14][CH:13]=2)=[CH:8][CH:7]=1.[C:18]([CH2:22][CH2:23][C:24](Cl)=[O:25])([O:20][CH3:21])=[O:19], predict the reaction product.